This data is from Peptide-MHC class I binding affinity with 185,985 pairs from IEDB/IMGT. The task is: Regression. Given a peptide amino acid sequence and an MHC pseudo amino acid sequence, predict their binding affinity value. This is MHC class I binding data. (1) The peptide sequence is ALVEICTEMEK. The MHC is HLA-B07:02 with pseudo-sequence HLA-B07:02. The binding affinity (normalized) is 0. (2) The peptide sequence is TYPVLEEMF. The MHC is HLA-A03:01 with pseudo-sequence HLA-A03:01. The binding affinity (normalized) is 0. (3) The peptide sequence is LTDSSTLLV. The MHC is HLA-B15:01 with pseudo-sequence HLA-B15:01. The binding affinity (normalized) is 0.0847. (4) The peptide sequence is TNIRQAGVQYSR. The MHC is HLA-A02:01 with pseudo-sequence HLA-A02:01. The binding affinity (normalized) is 0. (5) The peptide sequence is LQRALFMHF. The MHC is Mamu-B03 with pseudo-sequence Mamu-B03. The binding affinity (normalized) is 0.220. (6) The binding affinity (normalized) is 0. The peptide sequence is QALSPRTLNAW. The MHC is HLA-A02:02 with pseudo-sequence HLA-A02:02. (7) The peptide sequence is LYSEGYIAL. The binding affinity (normalized) is 0.437. The MHC is H-2-Kd with pseudo-sequence H-2-Kd. (8) The peptide sequence is MINLWKSGLF. The MHC is Mamu-B17 with pseudo-sequence Mamu-B17. The binding affinity (normalized) is 0.157. (9) The peptide sequence is FLDNECHTI. The MHC is HLA-A02:01 with pseudo-sequence HLA-A02:01. The binding affinity (normalized) is 1.00. (10) The peptide sequence is SNIDFKIKK. The MHC is HLA-A02:06 with pseudo-sequence HLA-A02:06. The binding affinity (normalized) is 0.